This data is from Catalyst prediction with 721,799 reactions and 888 catalyst types from USPTO. The task is: Predict which catalyst facilitates the given reaction. (1) Reactant: [CH3:1][O:2][CH2:3][C@@H:4]([O:6][C:7]1[CH:8]=[C:9]([CH:14]=[C:15]([O:17][C:18]2[CH:23]=[CH:22][C:21]([S:24]([CH3:27])(=[O:26])=[O:25])=[CH:20][CH:19]=2)[CH:16]=1)[C:10]([O:12]C)=[O:11])[CH3:5].[OH-].[Na+]. Product: [CH3:1][O:2][CH2:3][C@@H:4]([O:6][C:7]1[CH:8]=[C:9]([CH:14]=[C:15]([O:17][C:18]2[CH:19]=[CH:20][C:21]([S:24]([CH3:27])(=[O:25])=[O:26])=[CH:22][CH:23]=2)[CH:16]=1)[C:10]([OH:12])=[O:11])[CH3:5]. The catalyst class is: 1. (2) Reactant: [H-].[Na+].[NH:3]1[CH:7]=[N:6][CH:5]=[N:4]1.CS(O[CH2:13][C@@H:14]1[C@@H:23]([CH3:24])[C@H:22]([C:25]([C:27]2[CH:32]=[C:31]([O:33][CH3:34])[CH:30]=[C:29]([O:35][CH3:36])[CH:28]=2)=[O:26])[C@:21]2([CH3:37])[C@H:16]([C:17]([CH3:39])([CH3:38])[CH2:18][CH2:19][CH2:20]2)[CH2:15]1)(=O)=O.C([O-])(O)=O.[Na+]. Product: [CH3:36][O:35][C:29]1[CH:28]=[C:27]([C:25]([C@@H:22]2[C@:21]3([CH3:37])[C@H:16]([C:17]([CH3:39])([CH3:38])[CH2:18][CH2:19][CH2:20]3)[CH2:15][C@H:14]([CH2:13][N:3]3[CH:7]=[N:6][CH:5]=[N:4]3)[C@H:23]2[CH3:24])=[O:26])[CH:32]=[C:31]([O:33][CH3:34])[CH:30]=1. The catalyst class is: 215. (3) Reactant: C([O:4][C:5]1[CH:22]=[CH:21][C:20]([Br:23])=[CH:19][C:6]=1[C:7]([NH:9][C:10]1[S:11][CH:12]=[C:13]([C:15]([CH3:18])([CH3:17])[CH3:16])[N:14]=1)=[O:8])(=O)C.[OH-].[Na+].Cl. Product: [Br:23][C:20]1[CH:21]=[CH:22][C:5]([OH:4])=[C:6]([CH:19]=1)[C:7]([NH:9][C:10]1[S:11][CH:12]=[C:13]([C:15]([CH3:16])([CH3:17])[CH3:18])[N:14]=1)=[O:8]. The catalyst class is: 7. (4) Reactant: [Cl:1][C:2]1[C:11]2[C:10](=[O:12])OC(=O)[NH:7][C:6]=2[CH:5]=[CH:4][CH:3]=1.[NH2:14][C:15]1[CH:20]=[CH:19][CH:18]=[CH:17][CH:16]=1. Product: [NH2:7][C:6]1[CH:5]=[CH:4][CH:3]=[C:2]([Cl:1])[C:11]=1[C:10]([NH:14][C:15]1[CH:20]=[CH:19][CH:18]=[CH:17][CH:16]=1)=[O:12]. The catalyst class is: 12. (5) Reactant: [CH2:1]([O:8][C:9]1[CH:14]=[CH:13][C:12]([F:15])=[CH:11][C:10]=1[CH:16]1[CH2:19][C:18](=O)[C:17]1(Cl)Cl)[C:2]1[CH:7]=[CH:6][CH:5]=[CH:4][CH:3]=1.C(O)(=[O:25])C. Product: [CH2:1]([O:8][C:9]1[CH:14]=[CH:13][C:12]([F:15])=[CH:11][C:10]=1[CH:16]1[CH2:19][CH2:18][C:17]1=[O:25])[C:2]1[CH:7]=[CH:6][CH:5]=[CH:4][CH:3]=1. The catalyst class is: 401.